Dataset: Full USPTO retrosynthesis dataset with 1.9M reactions from patents (1976-2016). Task: Predict the reactants needed to synthesize the given product. (1) Given the product [CH:16]1([C:19]2[N:20]([NH:29][C:8]([C:7]3[C:2]([CH3:1])=[N:3][C:4]([C:11]4[S:12][CH:13]=[CH:14][N:15]=4)=[N:5][CH:6]=3)=[O:10])[C:21]3[C:26]([CH:27]=2)=[CH:25][C:24]([F:28])=[CH:23][CH:22]=3)[CH2:18][CH2:17]1, predict the reactants needed to synthesize it. The reactants are: [CH3:1][C:2]1[C:7]([C:8]([OH:10])=O)=[CH:6][N:5]=[C:4]([C:11]2[S:12][CH:13]=[CH:14][N:15]=2)[N:3]=1.[CH:16]1([C:19]2[N:20]([NH2:29])[C:21]3[C:26]([CH:27]=2)=[CH:25][C:24]([F:28])=[CH:23][CH:22]=3)[CH2:18][CH2:17]1.C[N+]1(C2N=C(OC)N=C(OC)N=2)CCOCC1.[Cl-]. (2) Given the product [CH:25]1([C:24]2[O:1][N:2]=[C:3]([C:4]3[CH:5]=[CH:6][C:7]4[N:8]([C:10]([CH2:13][NH2:14])=[N:11][N:12]=4)[N:9]=3)[CH:22]=2)[CH2:26][CH2:27]1, predict the reactants needed to synthesize it. The reactants are: [OH:1]/[N:2]=[CH:3]/[C:4]1[CH:5]=[CH:6][C:7]2[N:8]([C:10]([CH2:13][NH:14]C(=O)OC(C)(C)C)=[N:11][N:12]=2)[N:9]=1.[CH:22]([C:24]1[CH:25]=[CH:26][C:27]2N(C(CNC(=O)OC(C)(C)C)=NN=2)N=1)=O.Cl.NO.[OH-].[Na+]. (3) Given the product [F:7][C:8]1[CH:9]=[C:10]([C:19]2[N:24]=[N:23][C:22]([NH2:25])=[CH:21][CH:20]=2)[CH:11]=[C:12]([F:14])[CH:13]=1, predict the reactants needed to synthesize it. The reactants are: C(=O)([O-])[O-].[K+].[K+].[F:7][C:8]1[CH:9]=[C:10](B(O)O)[CH:11]=[C:12]([F:14])[CH:13]=1.Cl[C:19]1[N:24]=[N:23][C:22]([NH2:25])=[CH:21][CH:20]=1. (4) Given the product [CH2:28]([C:30]1[CH:31]=[CH:32][CH:33]=[C:34]2[C:38]=1[NH:37][CH:36]=[C:35]2[CH2:39][CH:40]1[CH2:41][CH2:23][N:22]([CH2:12][CH:13]2[O:27][C:17]3=[C:18]4[C:23](=[CH:24][CH:25]=[C:16]3[O:15][CH2:14]2)[N:22]=[C:21]([CH3:26])[CH:20]=[CH:19]4)[CH2:21][CH2:20]1)[CH3:29], predict the reactants needed to synthesize it. The reactants are: CC1C=CC(S(O[CH2:12][C@@H:13]2[O:27][C:17]3=[C:18]4[C:23](=[CH:24][CH:25]=[C:16]3[O:15][CH2:14]2)[N:22]=[C:21]([CH3:26])[CH:20]=[CH:19]4)(=O)=O)=CC=1.[CH2:28]([C:30]1[CH:31]=[CH:32][CH:33]=[C:34]2[C:38]=1[NH:37][CH:36]=[C:35]2[C:39]1[CH2:40][CH2:41]NCC=1)[CH3:29]. (5) Given the product [C:1]([N:4]1[CH2:9][CH2:8][CH:7]([CH2:10][C:11]([NH:13][C:14]2[CH:19]=[CH:18][C:17]([C:24]3[CH:23]=[C:22]([F:21])[CH:27]=[C:26]([F:28])[CH:25]=3)=[CH:16][N:15]=2)=[O:12])[CH2:6][CH2:5]1)(=[O:3])[CH3:2], predict the reactants needed to synthesize it. The reactants are: [C:1]([N:4]1[CH2:9][CH2:8][CH:7]([CH2:10][C:11]([NH:13][C:14]2[CH:19]=[CH:18][C:17](Br)=[CH:16][N:15]=2)=[O:12])[CH2:6][CH2:5]1)(=[O:3])[CH3:2].[F:21][C:22]1[CH:23]=[C:24](B(O)O)[CH:25]=[C:26]([F:28])[CH:27]=1.C(=O)([O-])[O-].[K+].[K+].